From a dataset of Reaction yield outcomes from USPTO patents with 853,638 reactions. Predict the reaction yield, written as a fraction of the theoretical maximum amount of product (1.0 means a 100% yield; for example, 0.34 means a 34% yield). (1) The yield is 0.873. The reactants are [CH2:1]([C:5]1([CH2:21][CH2:22][CH2:23][CH3:24])[C:17]2[CH:16]=[C:15]([C:18](=O)[CH3:19])[CH:14]=[CH:13][C:12]=2[C:11]2[C:6]1=[CH:7][CH:8]=[CH:9][CH:10]=2)[CH2:2][CH2:3][CH3:4].Cl.[NH2:26][OH:27].C([O-])(=O)C.[Na+].O. The catalyst is C(O)C. The product is [CH2:1]([C:5]1([CH2:21][CH2:22][CH2:23][CH3:24])[C:17]2[CH:16]=[C:15]([C:18](=[N:26][OH:27])[CH3:19])[CH:14]=[CH:13][C:12]=2[C:11]2[C:6]1=[CH:7][CH:8]=[CH:9][CH:10]=2)[CH2:2][CH2:3][CH3:4]. (2) The reactants are C(=O)([O-])O[CH:3](C1C=CC([N+]([O-])=O)=CC=1)[C:4]1[CH:9]=[CH:8][N:7]=[CH:6][CH:5]=1.FC(F)(F)[C:23]([OH:25])=[O:24].[NH2:28][C@@H:29]([CH2:39][C:40]1[CH:45]=[CH:44][C:43]([OH:46])=[CH:42][CH:41]=1)[C:30]([N:32]([CH2:34][CH2:35][CH:36]([CH3:38])[CH3:37])[CH3:33])=[O:31].CCN(C(C)C)C(C)C.[ClH:56]. The catalyst is CN(C1C=CN=CC=1)C.CN(C=O)C.C(Cl)Cl.CCOCC. The product is [ClH:56].[N:7]1[CH:8]=[CH:9][C:4]([CH2:3][N:28]([C@@H:29]([CH2:39][C:40]2[CH:45]=[CH:44][C:43]([OH:46])=[CH:42][CH:41]=2)[C:30]([N:32]([CH3:33])[CH2:34][CH2:35][CH:36]([CH3:38])[CH3:37])=[O:31])[C:23](=[O:24])[OH:25])=[CH:5][CH:6]=1. The yield is 0.290. (3) The reactants are [Cl:1][C:2]1[CH:7]=[CH:6][C:5]([N:8]([C@H:12]2[C:21]3[C:16](=[CH:17][CH:18]=[CH:19][CH:20]=3)[N:15]([C:22](=[O:30])[C:23]3[CH:28]=[CH:27][C:26]([OH:29])=[CH:25][CH:24]=3)[C@@H:14]([CH3:31])[CH2:13]2)[C:9](=[O:11])[CH3:10])=[CH:4][CH:3]=1.C([O-])([O-])=O.[K+].[K+].[CH2:38]([O:40][C:41]([C:43]1([CH2:47][CH2:48]Br)[CH2:46][CH2:45][CH2:44]1)=[O:42])[CH3:39]. The catalyst is CN(C=O)C. The product is [CH2:38]([O:40][C:41]([C:43]1([CH2:47][CH2:48][O:29][C:26]2[CH:25]=[CH:24][C:23]([C:22]([N:15]3[C:16]4[C:21](=[CH:20][CH:19]=[CH:18][CH:17]=4)[CH:12]([N:8]([C:9](=[O:11])[CH3:10])[C:5]4[CH:4]=[CH:3][C:2]([Cl:1])=[CH:7][CH:6]=4)[CH2:13][CH:14]3[CH3:31])=[O:30])=[CH:28][CH:27]=2)[CH2:46][CH2:45][CH2:44]1)=[O:42])[CH3:39]. The yield is 0.670. (4) The reactants are OC(C(F)(F)F)=O.[CH3:8][N:9]1[CH:13]([C:14]([OH:16])=O)[CH2:12][N:11]([C:17]2[CH:18]=[N:19][C:20]([CH3:23])=[CH:21][CH:22]=2)[C:10]1=[O:24].O.ON1C2C=CC=CC=2N=N1.Cl.C(N=C=NCCCN(C)C)C.C(N1CCOCC1)C.[Cl:56][C:57]1[C:62]([C:63]([F:66])([F:65])[F:64])=[CH:61][CH:60]=[CH:59][C:58]=1[CH2:67][NH2:68]. The catalyst is ClCCl. The product is [Cl:56][C:57]1[C:62]([C:63]([F:65])([F:66])[F:64])=[CH:61][CH:60]=[CH:59][C:58]=1[CH2:67][NH:68][C:14]([CH:13]1[CH2:12][N:11]([C:17]2[CH:18]=[N:19][C:20]([CH3:23])=[CH:21][CH:22]=2)[C:10](=[O:24])[N:9]1[CH3:8])=[O:16]. The yield is 0.440. (5) The product is [C:20]1([CH:19]2[C:2]3[S:1][CH:5]=[CH:4][C:3]=3[C:6](=[O:8])[O:7]2)[CH:25]=[CH:24][CH:23]=[CH:22][CH:21]=1. The yield is 0.120. The reactants are [S:1]1[CH:5]=[CH:4][C:3]([C:6]([OH:8])=[O:7])=[CH:2]1.C[Si]([N-][Si](C)(C)C)(C)C.[Li+].[CH:19](=O)[C:20]1[CH:25]=[CH:24][CH:23]=[CH:22][CH:21]=1.Cl.S(Cl)(C1C=CC(C)=CC=1)(=O)=O.C([O-])(O)=O.[Na+]. The catalyst is C1COCC1. (6) The reactants are Cl[C:2]1[N:7]=[C:6]([CH3:8])[CH:5]=[CH:4][N:3]=1.[C-:9]#[N:10].[Na+]. The catalyst is C(OCC)C.CN(C)C. The product is [CH3:8][C:6]1[CH:5]=[CH:4][N:3]=[C:2]([C:9]#[N:10])[N:7]=1. The yield is 0.648. (7) The reactants are CC1(C)CCCC(C)(C)N1.[Li]CCCC.[B:16](OC(C)C)([O:21]C(C)C)[O:17]C(C)C.[CH:29]1([C:33]2[CH:38]=[CH:37][CH:36]=[C:35]([F:39])[C:34]=2[O:40][CH3:41])[CH2:32][CH2:31][CH2:30]1. The catalyst is O.CC(O)=O.C1COCC1. The product is [CH:29]1([C:33]2[CH:38]=[CH:37][C:36]([B:16]([OH:21])[OH:17])=[C:35]([F:39])[C:34]=2[O:40][CH3:41])[CH2:30][CH2:31][CH2:32]1. The yield is 0.900.